This data is from Full USPTO retrosynthesis dataset with 1.9M reactions from patents (1976-2016). The task is: Predict the reactants needed to synthesize the given product. Given the product [F:1][C:2]1[CH:41]=[C:40]([F:42])[CH:39]=[CH:38][C:3]=1[O:4][C:5]1[C:10]2[NH:11][C:12](=[O:14])[NH:13][C:9]=2[C:8]([CH2:15][NH:43][CH2:44][CH2:45][N:46]2[CH2:51][CH2:50][O:49][CH2:48][CH2:47]2)=[CH:7][C:6]=1[C:17]1[C:18]2[CH:27]=[CH:26][N:25]([S:28]([C:31]3[CH:36]=[CH:35][C:34]([CH3:37])=[CH:33][CH:32]=3)(=[O:30])=[O:29])[C:19]=2[C:20](=[O:24])[N:21]([CH3:23])[CH:22]=1, predict the reactants needed to synthesize it. The reactants are: [F:1][C:2]1[CH:41]=[C:40]([F:42])[CH:39]=[CH:38][C:3]=1[O:4][C:5]1[C:10]2[NH:11][C:12](=[O:14])[NH:13][C:9]=2[C:8]([CH:15]=O)=[CH:7][C:6]=1[C:17]1[C:18]2[CH:27]=[CH:26][N:25]([S:28]([C:31]3[CH:36]=[CH:35][C:34]([CH3:37])=[CH:33][CH:32]=3)(=[O:30])=[O:29])[C:19]=2[C:20](=[O:24])[N:21]([CH3:23])[CH:22]=1.[NH2:43][CH2:44][CH2:45][N:46]1[CH2:51][CH2:50][O:49][CH2:48][CH2:47]1.C([BH3-])#N.[Na+].